This data is from Peptide-MHC class II binding affinity with 134,281 pairs from IEDB. The task is: Regression. Given a peptide amino acid sequence and an MHC pseudo amino acid sequence, predict their binding affinity value. This is MHC class II binding data. (1) The peptide sequence is QVAFSYFPPPAAKED. The MHC is DRB1_0101 with pseudo-sequence DRB1_0101. The binding affinity (normalized) is 0.810. (2) The MHC is DRB1_1201 with pseudo-sequence DRB1_1201. The binding affinity (normalized) is 0.696. The peptide sequence is GPLQIVDKIDAAFKI. (3) The peptide sequence is ANGKTLGEVWKRELN. The MHC is HLA-DQA10102-DQB10501 with pseudo-sequence HLA-DQA10102-DQB10501. The binding affinity (normalized) is 0.239. (4) The MHC is DRB1_0101 with pseudo-sequence DRB1_0101. The binding affinity (normalized) is 0. The peptide sequence is KGRTCEELIEKDEHI. (5) The peptide sequence is EKKYFAATQFSPLAA. The MHC is HLA-DQA10501-DQB10301 with pseudo-sequence HLA-DQA10501-DQB10301. The binding affinity (normalized) is 0.325.